This data is from HIV replication inhibition screening data with 41,000+ compounds from the AIDS Antiviral Screen. The task is: Binary Classification. Given a drug SMILES string, predict its activity (active/inactive) in a high-throughput screening assay against a specified biological target. (1) The drug is C=C1CC(Cn2ccc(=O)[nH]c2=O)(c2ccc(-c3ccccc3)cc2)OC1=O. The result is 0 (inactive). (2) The drug is CCCC[Sn]1(CCCC)OCc2nc(C)ccc2O1. The result is 0 (inactive). (3) The molecule is Cc1cc2c(cc1C)[n+]([O-])c(C(=O)CC(=O)C(=O)Nc1ccccc1C(C)C)c(C)[n+]2[O-]. The result is 0 (inactive). (4) The drug is CC1=C(c2cc(C(=O)Nc3ccc(Cl)c(Cl)c3)nc(N)n2)Sc2ccccc2N1. The result is 0 (inactive). (5) The compound is CC(=O)OCC1OC(n2c(=S)n(-c3ccccc3)c(=O)c3cc(Br)cc(Br)c32)C(OC(C)=O)C(OC(C)=O)C1OC(C)=O. The result is 0 (inactive). (6) The compound is CC(=O)OC1C(=O)C2(C)C(O)CC3OCC3(OC(C)=O)C2C(OC(=O)c2ccccc2)C2(O)CC(OC(=O)C(O)C(NC(=O)c3ccccc3)c3ccccc3)C(C)=C1C2(C)C. The result is 0 (inactive). (7) The compound is CSc1nc(SC)c2nc[nH]c2n1. The result is 0 (inactive).